Dataset: Forward reaction prediction with 1.9M reactions from USPTO patents (1976-2016). Task: Predict the product of the given reaction. (1) Given the reactants [C:1]1([C:7]([CH:9]([C:11]2[CH:16]=[CH:15][CH:14]=[CH:13][CH:12]=2)O)=O)[CH:6]=[CH:5][CH:4]=[CH:3][CH:2]=1.[C:17]([S-:19])#[N:18].[K+].[Cl:21][C:22]1[CH:23]=[C:24]([NH:28][NH2:29])[CH:25]=[CH:26][CH:27]=1.Cl, predict the reaction product. The product is: [Cl:21][C:22]1[CH:23]=[C:24]([NH:28][N:29]2[C:7]([C:1]3[CH:6]=[CH:5][CH:4]=[CH:3][CH:2]=3)=[C:9]([C:11]3[CH:16]=[CH:15][CH:14]=[CH:13][CH:12]=3)[NH:18][C:17]2=[S:19])[CH:25]=[CH:26][CH:27]=1. (2) Given the reactants [CH:1]([CH:4]1[C:9](=[O:10])[NH:8][C:7]2[CH:11]=[C:12]([O:36][CH3:37])[CH:13]=[C:14]([C:15]3[C:16]4[CH:25]=[CH:24][N:23](S(C5C=CC(C)=CC=5)(=O)=O)[C:17]=4[C:18](=[O:22])[N:19]([CH3:21])[CH:20]=3)[C:6]=2[O:5]1)([CH3:3])[CH3:2].C(O)(C(F)(F)F)=O, predict the reaction product. The product is: [CH:1]([CH:4]1[C:9](=[O:10])[NH:8][C:7]2[CH:11]=[C:12]([O:36][CH3:37])[CH:13]=[C:14]([C:15]3[C:16]4[CH:25]=[CH:24][NH:23][C:17]=4[C:18](=[O:22])[N:19]([CH3:21])[CH:20]=3)[C:6]=2[O:5]1)([CH3:3])[CH3:2]. (3) Given the reactants C(OC([N:8]1[CH2:17][CH2:16][C:15]2[C:10](=[CH:11][CH:12]=[C:13]([C:18](=[O:37])[NH:19][C:20]3[NH:24][C:23]4[CH:25]=[CH:26][CH:27]=[C:28]([C:29](=[O:36])[NH:30][C:31]5[NH:32][CH:33]=[CH:34][N:35]=5)[C:22]=4[N:21]=3)[CH:14]=2)[CH2:9]1)=O)(C)(C)C, predict the reaction product. The product is: [NH:32]1[CH:33]=[CH:34][N:35]=[C:31]1[NH:30][C:29]([C:28]1[C:22]2[N:21]=[C:20]([NH:19][C:18]([C:13]3[CH:14]=[C:15]4[C:10](=[CH:11][CH:12]=3)[CH2:9][NH:8][CH2:17][CH2:16]4)=[O:37])[NH:24][C:23]=2[CH:25]=[CH:26][CH:27]=1)=[O:36]. (4) Given the reactants Br[C:2]1[CH:3]=[CH:4][C:5]([F:21])=[C:6]([C@:8]2([CH3:20])[C:14]([F:16])([F:15])[C:13]([CH3:18])([CH3:17])[O:12][CH2:11][C:10](=[O:19])[NH:9]2)[CH:7]=1.[NH2:22][C:23]1[CH:24]=[CH:25][C:26]([Cl:29])=[N:27][CH:28]=1, predict the reaction product. The product is: [Cl:29][C:26]1[N:27]=[CH:28][C:23]([NH:22][C:2]2[CH:3]=[CH:4][C:5]([F:21])=[C:6]([C@:8]3([CH3:20])[C:14]([F:16])([F:15])[C:13]([CH3:18])([CH3:17])[O:12][CH2:11][C:10](=[O:19])[NH:9]3)[CH:7]=2)=[CH:24][CH:25]=1. (5) Given the reactants Cl[CH2:2][C:3]1[CH:8]=[CH:7][N:6]=[CH:5][N:4]=1.[C:9]1(=[O:19])[NH:13][C:12](=[O:14])[C:11]2=[CH:15][CH:16]=[CH:17][CH:18]=[C:10]12.[K], predict the reaction product. The product is: [N:6]1[CH:7]=[CH:8][C:3]([CH2:2][N:13]2[C:9](=[O:19])[C:10]3[C:11](=[CH:15][CH:16]=[CH:17][CH:18]=3)[C:12]2=[O:14])=[N:4][CH:5]=1.